This data is from Full USPTO retrosynthesis dataset with 1.9M reactions from patents (1976-2016). The task is: Predict the reactants needed to synthesize the given product. (1) Given the product [F:8][C:9]([F:20])([F:19])[C:10]([NH:1][C:2]12[CH2:6][C:4]([OH:7])([CH2:5]1)[CH2:3]2)=[O:11], predict the reactants needed to synthesize it. The reactants are: [NH2:1][C:2]12[CH2:6][C:4]([OH:7])([CH2:5]1)[CH2:3]2.[F:8][C:9]([F:20])([F:19])[C:10](O[C:10](=[O:11])[C:9]([F:20])([F:19])[F:8])=[O:11]. (2) Given the product [N:26]([C@H:3]1[C@@H:2]([F:1])[CH2:7][CH2:6][N:5]([C:8]([O:10][C:11]([CH3:14])([CH3:13])[CH3:12])=[O:9])[CH2:4]1)=[N+:27]=[N-:28], predict the reactants needed to synthesize it. The reactants are: [F:1][C@@H:2]1[CH2:7][CH2:6][N:5]([C:8]([O:10][C:11]([CH3:14])([CH3:13])[CH3:12])=[O:9])[CH2:4][C@H:3]1OS(C1C=CC(C)=CC=1)(=O)=O.[N-:26]=[N+:27]=[N-:28].[Na+].CCOCC. (3) Given the product [C:26]([C:23]1[CH:24]=[CH:25][C:20]([C:18]2[C:17]([C:28]([O:30][CH2:31][CH3:32])=[O:29])=[CH:16][N:15]=[C:14]([NH:13][CH2:12][CH2:11][NH:10][C:7]3[CH:6]=[CH:5][C:4]([C:2]([N:33]4[CH2:38][CH2:37][O:36][CH2:35][CH2:34]4)=[O:3])=[CH:9][N:8]=3)[N:19]=2)=[CH:21][CH:22]=1)#[N:27], predict the reactants needed to synthesize it. The reactants are: Cl[C:2]([C:4]1[CH:5]=[CH:6][C:7]([NH:10][CH2:11][CH2:12][NH:13][C:14]2[N:19]=[C:18]([C:20]3[CH:25]=[CH:24][C:23]([C:26]#[N:27])=[CH:22][CH:21]=3)[C:17]([C:28]([O:30][CH2:31][CH3:32])=[O:29])=[CH:16][N:15]=2)=[N:8][CH:9]=1)=[O:3].[NH:33]1[CH2:38][CH2:37][O:36][CH2:35][CH2:34]1. (4) Given the product [N:1]([C@@H:4]([CH:20]([C:25]1[CH:26]=[CH:27][C:28]([F:31])=[CH:29][CH:30]=1)[C:21]([F:23])([F:24])[F:22])[CH2:5][OH:6])=[N+:2]=[N-:3], predict the reactants needed to synthesize it. The reactants are: [N:1]([C@@H:4]([CH:20]([C:25]1[CH:30]=[CH:29][C:28]([F:31])=[CH:27][CH:26]=1)[C:21]([F:24])([F:23])[F:22])[C:5](N1[C@@H](CC2C=CC=CC=2)COC1=O)=[O:6])=[N+:2]=[N-:3].O.[Li+].[BH4-]. (5) Given the product [CH:1]([C:4]1[CH:5]=[C:6]([C:10]2([N:17]=[N+:18]=[N-:19])[CH2:15][CH2:14][CH2:13][CH2:12][CH2:11]2)[CH:7]=[CH:8][CH:9]=1)([CH3:3])[CH3:2], predict the reactants needed to synthesize it. The reactants are: [CH:1]([C:4]1[CH:5]=[C:6]([C:10]2(O)[CH2:15][CH2:14][CH2:13][CH2:12][CH2:11]2)[CH:7]=[CH:8][CH:9]=1)([CH3:3])[CH3:2].[N-:17]=[N+:18]=[N-:19].[Na+].FC(F)(F)C(O)=O.[OH-].[NH4+]. (6) Given the product [CH2:92]([O:91][C:89]([NH:88][C@@H:78]([CH2:77][C:65]1[CH:64]=[C:63]([C:51]2[CH:52]=[CH:53][C:54]([O:55][CH2:56][C:57]3[CH:62]=[CH:61][CH:60]=[CH:59][CH:58]=3)=[C:49]([CH2:48][C@@H:37]([C:38]([O:40][CH2:41][C:42]3[CH:43]=[CH:44][CH:45]=[CH:46][CH:47]=3)=[O:39])[NH:36][C:34](=[O:35])[C@@H:33]([NH:99][C:100]([O:102][C:103]([CH3:104])([CH3:106])[CH3:105])=[O:101])[CH2:32][C@@H:31]([OH:107])[CH2:30][NH:29][C:27]([O:26][CH2:19][C:20]3[CH:21]=[CH:22][CH:23]=[CH:24][CH:25]=3)=[O:28])[CH:50]=2)[CH:68]=[CH:67][C:66]=1[O:69][CH2:70][C:71]1[CH:72]=[CH:73][CH:74]=[CH:75][CH:76]=1)[C:79]([OH:81])=[O:80])=[O:90])[C:93]1[CH:98]=[CH:97][CH:96]=[CH:95][CH:94]=1, predict the reactants needed to synthesize it. The reactants are: [F-].C([N+](CCCC)(CCCC)CCCC)CCC.[CH2:19]([O:26][C:27]([NH:29][CH2:30][C@H:31]([O:107][Si](C(C)(C)C)(C)C)[CH2:32][C@H:33]([NH:99][C:100]([O:102][C:103]([CH3:106])([CH3:105])[CH3:104])=[O:101])[C:34]([NH:36][C@@H:37]([CH2:48][C:49]1[CH:50]=[C:51]([C:63]2[CH:68]=[CH:67][C:66]([O:69][CH2:70][C:71]3[CH:76]=[CH:75][CH:74]=[CH:73][CH:72]=3)=[C:65]([CH2:77][C@H:78]([NH:88][C:89]([O:91][CH2:92][C:93]3[CH:98]=[CH:97][CH:96]=[CH:95][CH:94]=3)=[O:90])[C:79]([O:81]CC[Si](C)(C)C)=[O:80])[CH:64]=2)[CH:52]=[CH:53][C:54]=1[O:55][CH2:56][C:57]1[CH:62]=[CH:61][CH:60]=[CH:59][CH:58]=1)[C:38]([O:40][CH2:41][C:42]1[CH:47]=[CH:46][CH:45]=[CH:44][CH:43]=1)=[O:39])=[O:35])=[O:28])[C:20]1[CH:25]=[CH:24][CH:23]=[CH:22][CH:21]=1.C(OCC)(=O)C.